From a dataset of Forward reaction prediction with 1.9M reactions from USPTO patents (1976-2016). Predict the product of the given reaction. (1) Given the reactants [CH3:1][C:2]1([CH3:21])[C:6]([CH3:8])([CH3:7])[O:5][B:4]([C:9]2[CH:14]=[CH:13][C:12]([C:15]3([C:19]#[N:20])[CH2:18][CH2:17][CH2:16]3)=[CH:11][CH:10]=2)[O:3]1.B.C1COCC1, predict the reaction product. The product is: [CH3:7][C:6]1([CH3:8])[C:2]([CH3:1])([CH3:21])[O:3][B:4]([C:9]2[CH:10]=[CH:11][C:12]([C:15]3([CH2:19][NH2:20])[CH2:16][CH2:17][CH2:18]3)=[CH:13][CH:14]=2)[O:5]1. (2) Given the reactants [N:1]1[CH:6]=[CH:5][C:4]([CH2:7][CH2:8][CH2:9][OH:10])=[CH:3][CH:2]=1.[ClH:11], predict the reaction product. The product is: [ClH:11].[NH:1]1[CH2:6][CH2:5][CH:4]([CH2:7][CH2:8][CH2:9][OH:10])[CH2:3][CH2:2]1. (3) Given the reactants Cl.Cl.[F:3][C:4]1[CH:5]=[C:6]([C@@H:11]2[CH2:15][N:14]([C:16]3[CH:17]=[N:18][N:19]([CH2:21][C:22]4[CH:27]=[CH:26][C:25]([O:28][CH3:29])=[CH:24][CH:23]=4)[CH:20]=3)[CH2:13][C@H:12]2[NH2:30])[CH:7]=[CH:8][C:9]=1[F:10].CCN(C(C)C)C(C)C.[Si:40]([O:47][C@@H:48]([CH3:73])[CH2:49][O:50][C:51]1[C:55]([CH3:56])=[C:54]([NH:57][C:58](=O)[O:59]C2C=CC=CC=2)[N:53]([C:67]2[CH:72]=[CH:71][CH:70]=[CH:69][CH:68]=2)[N:52]=1)([C:43]([CH3:46])([CH3:45])[CH3:44])([CH3:42])[CH3:41], predict the reaction product. The product is: [Si:40]([O:47][C@@H:48]([CH3:73])[CH2:49][O:50][C:51]1[C:55]([CH3:56])=[C:54]([NH:57][C:58]([NH:30][C@H:12]2[C@H:11]([C:6]3[CH:7]=[CH:8][C:9]([F:10])=[C:4]([F:3])[CH:5]=3)[CH2:15][N:14]([C:16]3[CH:17]=[N:18][N:19]([CH2:21][C:22]4[CH:27]=[CH:26][C:25]([O:28][CH3:29])=[CH:24][CH:23]=4)[CH:20]=3)[CH2:13]2)=[O:59])[N:53]([C:67]2[CH:68]=[CH:69][CH:70]=[CH:71][CH:72]=2)[N:52]=1)([C:43]([CH3:46])([CH3:44])[CH3:45])([CH3:41])[CH3:42]. (4) The product is: [F:38][C:37]([F:39])([F:40])[C:31]1[CH:30]=[CH:29][C:28]2[C:33](=[CH:34][CH:35]=[CH:36][C:27]=2[N:24]2[CH2:25][CH2:26][N:21]([CH2:20][CH2:19][C:18]3[C:13]4[O:12][CH2:11][C:10]5=[C:6]([C:4]([NH2:42])=[O:3])[N:7]=[CH:8][N:9]5[C:14]=4[CH:15]=[CH:16][CH:17]=3)[CH2:22][CH2:23]2)[N:32]=1. Given the reactants C([O:3][C:4]([C:6]1[N:7]=[CH:8][N:9]2[C:14]3[CH:15]=[CH:16][CH:17]=[C:18]([CH2:19][CH2:20][N:21]4[CH2:26][CH2:25][N:24]([C:27]5[CH:36]=[CH:35][CH:34]=[C:33]6[C:28]=5[CH:29]=[CH:30][C:31]([C:37]([F:40])([F:39])[F:38])=[N:32]6)[CH2:23][CH2:22]4)[C:13]=3[O:12][CH2:11][C:10]=12)=O)C.[C-]#[N:42].[K+].N, predict the reaction product. (5) Given the reactants [CH2:1]([O:8][C:9]1[CH:14]=[CH:13][C:12]([CH2:15][CH2:16][O:17][C:18]2[CH:23]=[CH:22][C:21]([CH2:24][CH2:25][NH:26]C(=O)OC(C)(C)C)=[CH:20][CH:19]=2)=[CH:11][C:10]=1[C@@H:34]([C:44]1[CH:49]=[CH:48][CH:47]=[CH:46][CH:45]=1)[CH2:35][CH2:36][N:37]([CH:41]([CH3:43])[CH3:42])[CH:38]([CH3:40])[CH3:39])[C:2]1[CH:7]=[CH:6][CH:5]=[CH:4][CH:3]=1.[ClH:50], predict the reaction product. The product is: [ClH:50].[ClH:50].[NH2:26][CH2:25][CH2:24][C:21]1[CH:22]=[CH:23][C:18]([O:17][CH2:16][CH2:15][C:12]2[CH:13]=[CH:14][C:9]([O:8][CH2:1][C:2]3[CH:3]=[CH:4][CH:5]=[CH:6][CH:7]=3)=[C:10]([C@@H:34]([C:44]3[CH:45]=[CH:46][CH:47]=[CH:48][CH:49]=3)[CH2:35][CH2:36][N:37]([CH:41]([CH3:43])[CH3:42])[CH:38]([CH3:40])[CH3:39])[CH:11]=2)=[CH:19][CH:20]=1. (6) Given the reactants [C:1]([O:7][CH3:8])(=[O:6])[C:2]([CH3:5])([CH3:4])[CH3:3].[CH3:9][C:10](C)([CH3:13])[CH2:11]O, predict the reaction product. The product is: [C:1]([O:7][CH2:8][C:10]([CH3:13])([CH3:11])[CH3:9])(=[O:6])[C:2]([CH3:5])([CH3:4])[CH3:3]. (7) Given the reactants [Cl-].[CH3:2][O:3][CH2:4][P+](C1C=CC=CC=1)(C1C=CC=CC=1)C1C=CC=CC=1.CC(C)([O-])C.[K+].[F:30][C:31]1[C:36]([F:37])=[C:35]([O:38][CH2:39][CH3:40])[CH:34]=[CH:33][C:32]=1[CH:41]1[CH2:46][CH2:45][C:44](=O)[CH2:43][CH2:42]1.O, predict the reaction product. The product is: [CH2:39]([O:38][C:35]1[CH:34]=[CH:33][C:32]([CH:41]2[CH2:46][CH2:45][C:44](=[CH:2][O:3][CH3:4])[CH2:43][CH2:42]2)=[C:31]([F:30])[C:36]=1[F:37])[CH3:40]. (8) Given the reactants O.NN.[CH2:4]([N:6]([CH2:8][C:9]1[C:10]([CH2:20][N:21]2C(=O)C3C(=CC=CC=3)C2=O)=[N:11][C:12]2[C:17]([CH:18]=1)=[C:16]([F:19])[CH:15]=[CH:14][CH:13]=2)[CH3:7])[CH3:5], predict the reaction product. The product is: [NH2:21][CH2:20][C:10]1[C:9]([CH2:8][N:6]([CH3:7])[CH2:4][CH3:5])=[CH:18][C:17]2[C:12](=[CH:13][CH:14]=[CH:15][C:16]=2[F:19])[N:11]=1.